Dataset: Reaction yield outcomes from USPTO patents with 853,638 reactions. Task: Predict the reaction yield, written as a fraction of the theoretical maximum amount of product (1.0 means a 100% yield; for example, 0.34 means a 34% yield). (1) The reactants are [CH:1]1([C:6]2[C:10]3[CH2:11][N:12](C(OC(C)(C)C)=O)[C@@H:13]([CH3:15])[CH2:14][C:9]=3[NH:8][N:7]=2)[CH2:5][CH2:4][CH2:3][CH2:2]1.Cl.O1CCOCC1. The catalyst is O1CCOCC1. The product is [CH:1]1([C:6]2[C:10]3[CH2:11][NH:12][C@@H:13]([CH3:15])[CH2:14][C:9]=3[NH:8][N:7]=2)[CH2:2][CH2:3][CH2:4][CH2:5]1. The yield is 0.993. (2) The reactants are Br[C:2]1[CH:3]=[CH:4][C:5]([C:8]2([OH:18])[CH2:17][CH2:16][C:11]3([O:15][CH2:14][CH2:13][O:12]3)[CH2:10][CH2:9]2)=[N:6][CH:7]=1.C([Mg]Cl)(C)C.C1(P(C2C=CC=CC=2)CCP(C2C=CC=CC=2)C2C=CC=CC=2)C=CC=CC=1.Cl[C:53]1[CH:58]=[N:57][CH:56]=[CH:55][N:54]=1. The catalyst is C1COCC1.C/C(/[O-])=C/C(C)=O.C/C(/[O-])=C/C(C)=O.[Ni+2]. The product is [N:54]1[CH:55]=[CH:56][N:57]=[CH:58][C:53]=1[C:2]1[CH:3]=[CH:4][C:5]([C:8]2([OH:18])[CH2:17][CH2:16][C:11]3([O:15][CH2:14][CH2:13][O:12]3)[CH2:10][CH2:9]2)=[N:6][CH:7]=1. The yield is 0.190.